Dataset: Forward reaction prediction with 1.9M reactions from USPTO patents (1976-2016). Task: Predict the product of the given reaction. (1) Given the reactants Br[C:2]1[N:3]=[CH:4][C:5]([C:8]2[C:9]([F:25])=[C:10]([F:24])[C:11]([N:16]3[CH2:21][CH:20]([CH3:22])[O:19][CH:18]([CH3:23])[CH2:17]3)=[C:12]([CH:15]=2)[CH:13]=[O:14])=[N:6][CH:7]=1.[C:26](=O)([O-])[O-].[Na+].[Na+].C(#N)C.O.CB(O)O, predict the reaction product. The product is: [CH3:23][CH:18]1[O:19][CH:20]([CH3:22])[CH2:21][N:16]([C:11]2[C:10]([F:24])=[C:9]([F:25])[C:8]([C:5]3[CH:4]=[N:3][C:2]([CH3:26])=[CH:7][N:6]=3)=[CH:15][C:12]=2[CH:13]=[O:14])[CH2:17]1. (2) The product is: [CH2:18]([O:17][C:16]1[NH:11][C:10]2[CH:9]=[CH:8][CH:7]=[C:3]([C:4]([OH:6])=[O:5])[C:2]=2[N:1]=1)[CH3:19]. Given the reactants [NH2:1][C:2]1[C:10]([NH2:11])=[CH:9][CH:8]=[CH:7][C:3]=1[C:4]([OH:6])=[O:5].C(O)(=O)C.[CH:16](OCC)(OCC)[O:17][CH2:18][CH3:19], predict the reaction product. (3) Given the reactants [F:1][C:2]1[CH:3]=[C:4]2[CH:18]=[CH:17][N:16]([CH3:19])[C:5]2=[N:6][C:7]=1[O:8][CH2:9][C:10]1[CH:15]=[CH:14][CH:13]=[CH:12][N:11]=1.[OH-].[Na+].[Br:22]N1C(=O)CCC1=O, predict the reaction product. The product is: [Br:22][C:18]1[C:4]2[C:5](=[N:6][C:7]([O:8][CH2:9][C:10]3[CH:15]=[CH:14][CH:13]=[CH:12][N:11]=3)=[C:2]([F:1])[CH:3]=2)[N:16]([CH3:19])[CH:17]=1. (4) The product is: [Cl:18][C:16]1[CH:17]=[C:2]([Cl:1])[C:3]([O:4][C:5]2[N:9]([CH3:10])[N:8]=[C:7]([CH3:11])[C:6]=2[CH3:12])=[CH:14][C:15]=1[OH:19]. Given the reactants [Cl:1][C:2]1[CH:17]=[C:16]([Cl:18])[C:15]([O:19]CC2C=CC(OC)=CC=2)=[CH:14][C:3]=1[O:4][C:5]1[N:9]([CH3:10])[N:8]=[C:7]([CH3:11])[C:6]=1[CH:12]=O.O.NN.[OH-].[K+].S(=O)(=O)(O)O.[OH-].[Na+].C(=O)([O-])O.[Na+], predict the reaction product. (5) Given the reactants F[P-](F)(F)(F)(F)F.ClC(N(C)C)=[N+](C)C.[Cl:16][C:17]1[N:22]=[CH:21][C:20]([C:23]([OH:25])=O)=[CH:19][N:18]=1.C(N(CC)C(C)C)(C)C.[C:35]([O:39][C:40]([N:42]1[CH2:47][CH2:46][CH:45]([NH:48][CH:49]2[CH2:51][CH2:50]2)[CH2:44][CH2:43]1)=[O:41])([CH3:38])([CH3:37])[CH3:36], predict the reaction product. The product is: [C:35]([O:39][C:40]([N:42]1[CH2:47][CH2:46][CH:45]([N:48]([C:23]([C:20]2[CH:21]=[N:22][C:17]([Cl:16])=[N:18][CH:19]=2)=[O:25])[CH:49]2[CH2:50][CH2:51]2)[CH2:44][CH2:43]1)=[O:41])([CH3:38])([CH3:36])[CH3:37]. (6) Given the reactants [N+:1]([C:4]1[CH:9]=[CH:8][C:7]([N:10]2[CH2:14][CH2:13][CH2:12][CH2:11]2)=[CH:6][C:5]=1[C:15]([F:18])([F:17])[F:16])([O-])=O, predict the reaction product. The product is: [N:10]1([C:7]2[CH:8]=[CH:9][C:4]([NH2:1])=[C:5]([C:15]([F:16])([F:17])[F:18])[CH:6]=2)[CH2:14][CH2:13][CH2:12][CH2:11]1.